From a dataset of Full USPTO retrosynthesis dataset with 1.9M reactions from patents (1976-2016). Predict the reactants needed to synthesize the given product. (1) The reactants are: [CH3:1][O:2][C:3]1[CH:8]=[CH:7][C:6]([CH:9]([CH3:13])[C:10]([OH:12])=O)=[CH:5][CH:4]=1.[CH3:14][O:15][C:16]1[CH:21]=[CH:20][CH:19]=[C:18]([O:22][CH3:23])[CH:17]=1. Given the product [CH3:14][O:15][C:16]1[CH:17]=[C:18]([O:22][CH3:23])[CH:19]=[CH:20][C:21]=1[C:10]([CH:9]([CH3:13])[C:6]1[CH:5]=[CH:4][C:3]([O:2][CH3:1])=[CH:8][CH:7]=1)=[O:12], predict the reactants needed to synthesize it. (2) Given the product [CH3:11][N:8]1[C:7](=[O:12])[N:6]([CH2:13][O:14][CH2:15][CH2:16][Si:17]([CH3:20])([CH3:19])[CH3:18])[C:5]2[C:9]1=[N:10][C:2]([C:49]#[C:54][Si:17]([CH3:19])([CH3:18])[CH3:16])=[N:3][CH:4]=2, predict the reactants needed to synthesize it. The reactants are: Cl[C:2]1[N:10]=[C:9]2[C:5]([N:6]([CH2:13][O:14][CH2:15][CH2:16][Si:17]([CH3:20])([CH3:19])[CH3:18])[C:7](=[O:12])[N:8]2[CH3:11])=[CH:4][N:3]=1.C1(P([CH:49]2[CH2:54]CCCC2)C2C=CC=CC=2C2C(C(C)C)=CC(C(C)C)=CC=2C(C)C)CCCCC1.C(N(CC)CC)C. (3) Given the product [I:1][C:2]1[N:3]=[C:4]([CH2:8][CH2:9][CH3:10])[NH:5][CH:6]=1, predict the reactants needed to synthesize it. The reactants are: [I:1][C:2]1[N:3]=[C:4]([CH2:8][CH2:9][CH3:10])[NH:5][C:6]=1I.S([O-])([O-])=O.[Na+].[Na+]. (4) Given the product [Br:1][C:2]1[CH:9]=[CH:8][C:5]([CH:6]=[O:21])=[C:4]([Cl:10])[CH:3]=1, predict the reactants needed to synthesize it. The reactants are: [Br:1][C:2]1[CH:9]=[CH:8][C:5]([C:6]#N)=[C:4]([Cl:10])[CH:3]=1.CC(C[AlH]CC(C)C)C.C[OH:21].Cl. (5) Given the product [CH2:40]([C@@H:19]1[C@@H:18]([O:17][CH3:1])[C@H:26]([CH3:27])[O:25][C:24](=[O:28])[C@@H:23]([N:29]([CH2:37][O:38][CH3:39])[C:30](=[O:36])[O:31][C:32]([CH3:35])([CH3:34])[CH3:33])[CH2:22][CH2:21][CH2:20]1)[CH2:41][CH:42]([CH3:44])[CH3:43], predict the reactants needed to synthesize it. The reactants are: [CH3:1]N(C)C1C2C(=CC=CC=2N(C)C)C=CC=1.[OH:17][C@H:18]1[C@H:26]([CH3:27])[O:25][C:24](=[O:28])[C@@H:23]([N:29]([CH2:37][O:38][CH3:39])[C:30](=[O:36])[O:31][C:32]([CH3:35])([CH3:34])[CH3:33])[CH2:22][CH2:21][CH2:20][C@@H:19]1[CH2:40][CH2:41][CH:42]([CH3:44])[CH3:43].[O-]S([O-])(=O)=O.[Na+].[Na+].F[B-](F)(F)F.C[O+](C)C. (6) Given the product [CH:17]([C:1]1([C:7]([O:9][CH2:10][C:11]2[CH:12]=[CH:13][CH:14]=[CH:15][CH:16]=2)=[O:8])[CH2:6][CH2:5][CH2:4][CH2:3][CH2:2]1)=[O:18], predict the reactants needed to synthesize it. The reactants are: [C:1]1([C:17](OCC2C=CC=CC=2)=[O:18])([C:7]([O:9][CH2:10][C:11]2[CH:16]=[CH:15][CH:14]=[CH:13][CH:12]=2)=[O:8])[CH2:6][CH2:5][CH2:4][CH2:3][CH2:2]1.[H-].C([Al+]CC(C)C)C(C)C. (7) Given the product [F:1][C:2]1[CH:3]=[CH:4][C:5]([C:41]([F:44])([F:42])[F:43])=[C:6]([CH:40]=1)[C:7]([N:9]1[CH2:14][CH2:13][N:12]([C:15](=[O:39])[CH2:16][NH:17][C:18]([C:20]2[CH:24]=[C:23]([C:25]3[CH:30]=[CH:29][CH:28]=[C:27]([OH:31])[CH:26]=3)[NH:22][N:21]=2)=[O:19])[CH2:11][CH2:10]1)=[O:8], predict the reactants needed to synthesize it. The reactants are: [F:1][C:2]1[CH:3]=[CH:4][C:5]([C:41]([F:44])([F:43])[F:42])=[C:6]([CH:40]=1)[C:7]([N:9]1[CH2:14][CH2:13][N:12]([C:15](=[O:39])[CH2:16][NH:17][C:18]([C:20]2[CH:24]=[C:23]([C:25]3[CH:30]=[CH:29][CH:28]=[C:27]([O:31]CC4C=CC=CC=4)[CH:26]=3)[NH:22][N:21]=2)=[O:19])[CH2:11][CH2:10]1)=[O:8].OC1C=C(C(=O)C)C=CC=1. (8) Given the product [CH3:4][C:5]1[CH:10]=[C:9]([CH3:11])[CH:8]=[C:7]([CH3:12])[C:6]=1[NH:13][C:14]([NH:16][C:17]1[C:18]([C:27]([N:29]2[CH2:34][CH2:33][CH2:32][CH2:31][C@H:30]2[C:35]([OH:37])=[O:36])=[O:28])=[CH:19][C:20]2[C:25]([CH:26]=1)=[CH:24][CH:23]=[CH:22][CH:21]=2)=[O:15], predict the reactants needed to synthesize it. The reactants are: O.[OH-].[Li+].[CH3:4][C:5]1[CH:10]=[C:9]([CH3:11])[CH:8]=[C:7]([CH3:12])[C:6]=1[NH:13][C:14]([NH:16][C:17]1[C:18]([C:27]([N:29]2[CH2:34][CH2:33][CH2:32][CH2:31][C@H:30]2[C:35]([O:37]C)=[O:36])=[O:28])=[CH:19][C:20]2[C:25]([CH:26]=1)=[CH:24][CH:23]=[CH:22][CH:21]=2)=[O:15].O.Cl. (9) Given the product [C:1]1([CH2:7][CH2:8][O:9][CH2:10][C:11]2[O:15][N:14]=[C:13]([C:16]([OH:18])=[O:17])[CH:12]=2)[CH:6]=[CH:5][CH:4]=[CH:3][CH:2]=1, predict the reactants needed to synthesize it. The reactants are: [C:1]1([CH2:7][CH2:8][O:9][CH2:10][C:11]2[O:15][N:14]=[C:13]([C:16]([O:18]CC)=[O:17])[CH:12]=2)[CH:6]=[CH:5][CH:4]=[CH:3][CH:2]=1.C(O)C.[OH-].[K+]. (10) Given the product [NH3:13].[C:32]([OH:28])(=[O:15])[CH3:31].[Br:5][C:6]1[CH:7]=[C:8]([C:12]2([CH:1]([CH3:3])[CH3:2])[C:20]3[C:21](=[CH:22][CH:23]=[CH:24][CH:25]=3)[C:26]([NH2:27])=[N:13]2)[CH:9]=[CH:10][CH:11]=1, predict the reactants needed to synthesize it. The reactants are: [CH:1]([Li])([CH3:3])[CH3:2].[Br:5][C:6]1[CH:7]=[C:8]([C:12]([C:20]2[CH:25]=[CH:24][CH:23]=[CH:22][C:21]=2[C:26]#[N:27])=[N:13]S(C(C)(C)C)=[O:15])[CH:9]=[CH:10][CH:11]=1.[O:28]1[CH2:32][CH2:31]CC1.